This data is from Full USPTO retrosynthesis dataset with 1.9M reactions from patents (1976-2016). The task is: Predict the reactants needed to synthesize the given product. (1) Given the product [Br:1][C:2]1[C:3]([CH3:18])=[CH:4][C:5]([C:20]2[CH:25]=[C:24]([CH3:26])[N:23]=[C:22]([CH3:27])[N:21]=2)=[CH:6][C:7]=1[CH3:8], predict the reactants needed to synthesize it. The reactants are: [Br:1][C:2]1[C:7]([CH3:8])=[CH:6][C:5](B2OC(C)(C)C(C)(C)O2)=[CH:4][C:3]=1[CH3:18].Br[C:20]1[CH:25]=[C:24]([CH3:26])[N:23]=[C:22]([CH3:27])[N:21]=1. (2) Given the product [Cl:1][C:2]1[C:6]([C:7]2[NH:13][N:12]=[C:11]([CH:14]([CH3:16])[CH3:15])[N:8]=2)=[C:5]([NH2:10])[S:4][CH:3]=1, predict the reactants needed to synthesize it. The reactants are: [Cl:1][C:2]1[C:6]2[C:7]3[N:8]([C:11]([CH:14]([CH3:16])[CH3:15])=[N:12][N:13]=3)C=[N:10][C:5]=2[S:4][CH:3]=1.CNCCN. (3) The reactants are: [N+:1]([C:4]1[CH:5]=[N:6][NH:7][CH:8]=1)([O-:3])=[O:2].C([O-])([O-])=O.[K+].[K+].Br[CH2:16][C:17]1([CH2:21][OH:22])[CH2:20][O:19][CH2:18]1. Given the product [N+:1]([C:4]1[CH:5]=[N:6][N:7]([CH2:16][C:17]2([CH2:21][OH:22])[CH2:20][O:19][CH2:18]2)[CH:8]=1)([O-:3])=[O:2], predict the reactants needed to synthesize it. (4) Given the product [CH2:21]([N:19]1[CH2:20][CH:16]([CH2:15][CH2:14][O:13][C:10]2[CH:11]=[CH:12][C:7]([CH2:6][C:5]([O:31][C:32]3[CH:37]=[CH:36][CH:35]=[CH:34][C:33]=3[F:38])([CH3:30])[C:4]([OH:39])=[O:3])=[CH:8][CH:9]=2)[N:17]([CH3:29])[C:18]1=[O:28])[C:22]1[CH:27]=[CH:26][CH:25]=[CH:24][CH:23]=1, predict the reactants needed to synthesize it. The reactants are: C([O:3][C:4](=[O:39])[C:5]([O:31][C:32]1[CH:37]=[CH:36][CH:35]=[CH:34][C:33]=1[F:38])([CH3:30])[CH2:6][C:7]1[CH:12]=[CH:11][C:10]([O:13][CH2:14][CH2:15][CH:16]2[CH2:20][N:19]([CH2:21][C:22]3[CH:27]=[CH:26][CH:25]=[CH:24][CH:23]=3)[C:18](=[O:28])[N:17]2[CH3:29])=[CH:9][CH:8]=1)C.[OH-].[Na+]. (5) Given the product [CH2:1]([N:3]1[C:7](=[NH:8])/[C:6](=[CH:9]/[C:10]2[CH:15]=[CH:14][C:13]([O:16][CH2:28][C:29]3[CH:34]=[CH:33][CH:32]=[CH:31][C:30]=3[C:35]([F:36])([F:37])[F:38])=[C:12]([O:17][CH3:18])[CH:11]=2)/[N:5]([CH3:19])[C:4]1=[O:20])[CH3:2], predict the reactants needed to synthesize it. The reactants are: [CH2:1]([N:3]1[C:7](=[NH:8])/[C:6](=[CH:9]\[C:10]2[CH:15]=[CH:14][C:13]([OH:16])=[C:12]([O:17][CH3:18])[CH:11]=2)/[N:5]([CH3:19])[C:4]1=[O:20])[CH3:2].C(=O)([O-])[O-].[K+].[K+].Br[CH2:28][C:29]1[CH:34]=[CH:33][CH:32]=[CH:31][C:30]=1[C:35]([F:38])([F:37])[F:36].[OH-].[Na+]. (6) The reactants are: [C:1]([O:5][C:6]([N:8]1[CH2:17][CH2:16][C:15]2[C:10](=[CH:11][CH:12]=[CH:13][C:14]=2[NH2:18])[CH2:9]1)=[O:7])([CH3:4])([CH3:3])[CH3:2].CCN(C(C)C)C(C)C.[CH2:28]([O:30][C:31](=[O:34])[CH2:32]Br)[CH3:29].O. Given the product [C:1]([O:5][C:6]([N:8]1[CH2:17][CH2:16][C:15]2[C:10](=[CH:11][CH:12]=[CH:13][C:14]=2[NH:18][CH2:32][C:31]([O:30][CH2:28][CH3:29])=[O:34])[CH2:9]1)=[O:7])([CH3:4])([CH3:2])[CH3:3], predict the reactants needed to synthesize it. (7) Given the product [Br:1][C:2]([CH3:25])([CH3:24])[C:3]([C:29]1[CH:28]=[CH:27][C:26]([C:32]23[CH2:41][CH:36]4[CH2:37][CH:38]([CH2:40][C:34]([CH2:42][C:43]([O:45][CH3:46])=[O:44])([CH2:35]4)[CH2:33]2)[CH2:39]3)=[CH:31][CH:30]=1)=[O:4], predict the reactants needed to synthesize it. The reactants are: [Br:1][C:2]([CH3:25])([CH3:24])[C:3](C1C=CC(C23CCC(CC(OC)=O)(CC2)CC3)=CC=1)=[O:4].[C:26]1([C:32]23[CH2:41][CH:36]4[CH2:37][CH:38]([CH2:40][C:34]([CH2:42][C:43]([O:45][CH3:46])=[O:44])([CH2:35]4)[CH2:33]2)[CH2:39]3)[CH:31]=[CH:30][CH:29]=[CH:28][CH:27]=1.